This data is from Reaction yield outcomes from USPTO patents with 853,638 reactions. The task is: Predict the reaction yield, written as a fraction of the theoretical maximum amount of product (1.0 means a 100% yield; for example, 0.34 means a 34% yield). The reactants are [Cl:1][C:2]1[C:3]2[CH:10]=[CH:9][N:8]([C:11]([CH2:26][OH:27])([CH2:24]O)[CH2:12][O:13]S(C3C=CC(C)=CC=3)(=O)=O)[C:4]=2[N:5]=[CH:6][N:7]=1. The catalyst is C1COCC1. The product is [Cl:1][C:2]1[C:3]2[CH:10]=[CH:9][N:8]([C:11]3([CH2:12][OH:13])[CH2:24][O:27][CH2:26]3)[C:4]=2[N:5]=[CH:6][N:7]=1. The yield is 0.360.